Dataset: Reaction yield outcomes from USPTO patents with 853,638 reactions. Task: Predict the reaction yield, written as a fraction of the theoretical maximum amount of product (1.0 means a 100% yield; for example, 0.34 means a 34% yield). The reactants are S(O)(O)(=O)=O.N[C:7]1[S:8][C:9]([C:12]2[CH:17]=[CH:16][CH:15]=[CH:14][CH:13]=2)=[N:10][N:11]=1.[BrH:18].N([O-])=O.[Na+]. The catalyst is C(Cl)Cl.O. The product is [Br:18][C:7]1[S:8][C:9]([C:12]2[CH:17]=[CH:16][CH:15]=[CH:14][CH:13]=2)=[N:10][N:11]=1. The yield is 0.740.